This data is from Forward reaction prediction with 1.9M reactions from USPTO patents (1976-2016). The task is: Predict the product of the given reaction. (1) Given the reactants [CH2:1]([O:3][C:4]([C:6]1[S:10][C:9]([N:11]2[C:15]3[CH:16]=[C:17]([CH:20]=[CH:21][CH2:22][CH2:23][O:24][CH2:25][C:26]4[CH:31]=[CH:30][CH:29]=[CH:28][CH:27]=4)[CH:18]=[CH:19][C:14]=3[N:13]=[CH:12]2)=[N:8][C:7]=1[C:32]1[CH:37]=[CH:36][CH:35]=[C:34]([Cl:38])[CH:33]=1)=[O:5])[CH3:2].O1CCCC1, predict the reaction product. The product is: [CH2:1]([O:3][C:4]([C:6]1[S:10][C:9]([N:11]2[C:15]3[CH:16]=[C:17]([CH2:20][CH2:21][CH2:22][CH2:23][O:24][CH2:25][C:26]4[CH:27]=[CH:28][CH:29]=[CH:30][CH:31]=4)[CH:18]=[CH:19][C:14]=3[N:13]=[CH:12]2)=[N:8][C:7]=1[C:32]1[CH:37]=[CH:36][CH:35]=[C:34]([Cl:38])[CH:33]=1)=[O:5])[CH3:2]. (2) Given the reactants Cl[C:2]1[CH:3]=[C:4]([N:24]2[CH2:28][CH2:27][O:26][C:25]2=[O:29])[CH:5]=[CH:6][C:7]=1[C:8]([N:10]1[CH2:15][CH2:14][N:13]([C:16]2[CH:21]=[CH:20][C:19]([CH3:22])=[CH:18][C:17]=2[CH3:23])[CH2:12][CH2:11]1)=[O:9].P([O-])([O-])([O-])=O.[K+].[K+].[K+].[CH:38]1(B(O)O)[CH2:40][CH2:39]1.C1(C)C=CC=CC=1, predict the reaction product. The product is: [CH:38]1([C:2]2[CH:3]=[C:4]([N:24]3[CH2:28][CH2:27][O:26][C:25]3=[O:29])[CH:5]=[CH:6][C:7]=2[C:8]([N:10]2[CH2:11][CH2:12][N:13]([C:16]3[CH:21]=[CH:20][C:19]([CH3:22])=[CH:18][C:17]=3[CH3:23])[CH2:14][CH2:15]2)=[O:9])[CH2:40][CH2:39]1.